From a dataset of Catalyst prediction with 721,799 reactions and 888 catalyst types from USPTO. Predict which catalyst facilitates the given reaction. (1) Reactant: [CH3:1][O:2][C:3]1[CH:4]=[C:5](/[C:9](=[CH:16]\[CH3:17])/[C@@H:10]([CH3:15])[CH2:11][N:12]([CH3:14])[CH3:13])[CH:6]=[CH:7][CH:8]=1.COC1C=C(/C(=C/C)/[C@@H](C)CN(C)C)C=CC=1.O.C[Si](C)(C)[Cl:38]. Product: [ClH:38].[CH3:1][O:2][C:3]1[CH:4]=[C:5](/[C:9](=[CH:16]\[CH3:17])/[C@@H:10]([CH3:15])[CH2:11][N:12]([CH3:14])[CH3:13])[CH:6]=[CH:7][CH:8]=1. The catalyst class is: 21. (2) Reactant: [OH:1][C:2]1[C:9]([CH3:10])=[C:8]([O:11][CH2:12][O:13][CH3:14])[CH:7]=[CH:6][C:3]=1C=O.[OH-:15].[Na+].OO. Product: [CH3:14][O:13][CH2:12][O:11][C:8]1[C:9]([CH3:10])=[C:2]([OH:1])[C:3]([OH:15])=[CH:6][CH:7]=1. The catalyst class is: 6. (3) Reactant: [CH2:1]([N:3]([CH2:38][CH3:39])[CH2:4][CH2:5][CH2:6][NH:7][C:8]1[N:9]=[C:10]([C:27]2[CH:28]=[C:29]([CH:33]=[C:34]([F:37])[C:35]=2[CH3:36])[C:30](O)=[O:31])[C:11]2[CH:17]=[CH:16][C:15](=[O:18])[N:14]([C:19]3[C:24]([F:25])=[CH:23][CH:22]=[CH:21][C:20]=3[F:26])[C:12]=2[N:13]=1)[CH3:2].CN(C(ON1N=[N:55][C:50]2[CH:51]=[CH:52][CH:53]=[CH:54]C1=2)=[N+](C)C)C.F[P-](F)(F)(F)(F)F.C(N(CC)CC)C.C1(N)CCCC1. Product: [CH:50]1([NH:55][C:30](=[O:31])[C:29]2[CH:33]=[C:34]([F:37])[C:35]([CH3:36])=[C:27]([C:10]3[C:11]4[CH:17]=[CH:16][C:15](=[O:18])[N:14]([C:19]5[C:24]([F:25])=[CH:23][CH:22]=[CH:21][C:20]=5[F:26])[C:12]=4[N:13]=[C:8]([NH:7][CH2:6][CH2:5][CH2:4][N:3]([CH2:1][CH3:2])[CH2:38][CH3:39])[N:9]=3)[CH:28]=2)[CH2:51][CH2:52][CH2:53][CH2:54]1. The catalyst class is: 3. (4) Reactant: [H-].[Al+3].[Li+].[H-].[H-].[H-].C1COCC1.[CH3:12][O:13][C:14]1[CH:24]=[N:23][C:22]2[S:21][CH2:20][CH2:19][NH:18][C:17](=O)[C:16]=2[CH:15]=1. Product: [CH3:12][O:13][C:14]1[CH:24]=[N:23][C:22]2[S:21][CH2:20][CH2:19][NH:18][CH2:17][C:16]=2[CH:15]=1. The catalyst class is: 6. (5) The catalyst class is: 18. Reactant: [Cl:1][C:2]1[CH:3]=[C:4]([C:8]2[C:13]3[N:14]([CH2:29][C@H:30]4[CH2:35][CH2:34][C@H:33]([CH3:36])[CH2:32][CH2:31]4)[C:15]([N:17]4[CH2:22][CH2:21][O:20][CH2:19][C@H:18]4[C:23]4[CH:28]=[CH:27][CH:26]=[CH:25][CH:24]=4)=[N:16][C:12]=3[CH:11]=[C:10]([C:37]([OH:39])=O)[N:9]=2)[CH:5]=[N:6][CH:7]=1.[CH3:40][N:41](C(ON1N=NC2C=CC=NC1=2)=[N+](C)C)C.F[P-](F)(F)(F)(F)F.CCN(C(C)C)C(C)C.CN.CO. Product: [Cl:1][C:2]1[CH:3]=[C:4]([C:8]2[C:13]3[N:14]([CH2:29][C@H:30]4[CH2:31][CH2:32][C@H:33]([CH3:36])[CH2:34][CH2:35]4)[C:15]([N:17]4[CH2:22][CH2:21][O:20][CH2:19][C@H:18]4[C:23]4[CH:24]=[CH:25][CH:26]=[CH:27][CH:28]=4)=[N:16][C:12]=3[CH:11]=[C:10]([C:37]([NH:41][CH3:40])=[O:39])[N:9]=2)[CH:5]=[N:6][CH:7]=1. (6) Reactant: [C:1]([O:5][C:6]([NH:8][C@H:9]([C@H:13]([CH3:16])[CH2:14][CH3:15])[C:10]([OH:12])=O)=[O:7])([CH3:4])([CH3:3])[CH3:2].CN(C(ON1N=N[C:27]2[CH:28]=[CH:29][CH:30]=[N:31][C:26]1=2)=[N+](C)C)C.F[P-](F)(F)(F)(F)F.C1(N)CCCC1.CCN(CC)CC. Product: [CH:26]1([NH:31][C:10](=[O:12])[C@H:9]([NH:8][C:6](=[O:7])[O:5][C:1]([CH3:2])([CH3:3])[CH3:4])[C@H:13]([CH3:16])[CH2:14][CH3:15])[CH2:27][CH2:28][CH2:29][CH2:30]1. The catalyst class is: 2.